This data is from Forward reaction prediction with 1.9M reactions from USPTO patents (1976-2016). The task is: Predict the product of the given reaction. (1) The product is: [CH2:1]([O:3][C:4]([CH:6]1[CH2:10][CH2:9][N:8]([C:16](=[O:17])[C:15]2[CH:19]=[CH:20][C:12]([F:11])=[CH:13][CH:14]=2)[CH2:7]1)=[O:5])[CH3:2]. Given the reactants [CH2:1]([O:3][C:4]([CH:6]1[CH2:10][CH2:9][NH:8][CH2:7]1)=[O:5])[CH3:2].[F:11][C:12]1[CH:20]=[CH:19][C:15]([C:16](Cl)=[O:17])=[CH:14][CH:13]=1, predict the reaction product. (2) Given the reactants [CH3:1][Mg]Br.[Cl:4][C:5]1[CH:12]=[CH:11][C:8]([CH:9]=[O:10])=[CH:7][C:6]=1[F:13].[NH4+].[Cl-], predict the reaction product. The product is: [Cl:4][C:5]1[CH:12]=[CH:11][C:8]([CH:9]([OH:10])[CH3:1])=[CH:7][C:6]=1[F:13]. (3) Given the reactants [C:1]([O:5][C:6]([N:8]1[CH2:13][CH2:12][CH2:11][CH2:10][C:9]1=O)=[O:7])([CH3:4])([CH3:3])[CH3:2].C(N(CC)CC)C.Cl.[NH2:23][C@H:24]([C:29]([NH2:31])=[O:30])[CH2:25][CH2:26][S:27][CH3:28].O, predict the reaction product. The product is: [CH3:28][S:27][CH2:26][CH2:25][C@@H:24]1[NH:23][C:11]2([CH2:12][CH2:13][N:8]([C:6]([O:5][C:1]([CH3:4])([CH3:3])[CH3:2])=[O:7])[CH2:9][CH2:10]2)[NH:31][C:29]1=[O:30]. (4) Given the reactants [Cl:1][C:2]1[C:3]([C:25](O)=[O:26])=[CH:4][C:5]2[N:6]([C:9]([CH2:16][CH:17]3[CH2:22][CH2:21][C:20]([F:24])([F:23])[CH2:19][CH2:18]3)=[C:10]([C:12]([F:15])([F:14])[F:13])[N:11]=2)[C:7]=1[CH3:8].[NH2:28][CH:29]1[CH2:34][CH2:33][O:32][CH2:31][CH2:30]1, predict the reaction product. The product is: [Cl:1][C:2]1[C:3]([C:25]([NH:28][CH:29]2[CH2:34][CH2:33][O:32][CH2:31][CH2:30]2)=[O:26])=[CH:4][C:5]2[N:6]([C:9]([CH2:16][CH:17]3[CH2:18][CH2:19][C:20]([F:23])([F:24])[CH2:21][CH2:22]3)=[C:10]([C:12]([F:15])([F:13])[F:14])[N:11]=2)[C:7]=1[CH3:8]. (5) Given the reactants [CH:1]([C:3]1[N:4]=[C:5]2[CH:10]=[CH:9][C:8]([I:11])=[CH:7][N:6]2[C:12]=1[CH3:13])=[CH2:2].[N+](=[CH:16][C:17]([O:19][CH2:20][CH3:21])=[O:18])=[N-], predict the reaction product. The product is: [I:11][C:8]1[CH:9]=[CH:10][C:5]2[N:6]([C:12]([CH3:13])=[C:3]([CH:1]3[CH2:2][CH:16]3[C:17]([O:19][CH2:20][CH3:21])=[O:18])[N:4]=2)[CH:7]=1. (6) Given the reactants [C:1]([C:3]1[N:7]2[CH:8]=[C:9]([C:12]3[CH:17]=[CH:16][C:15]([C:18]([F:21])([F:20])[F:19])=[CH:14][CH:13]=3)[CH:10]=[CH:11][C:6]2=[N:5][CH:4]=1)#[CH:2].[NH2:22][C:23]1[CH:28]=[CH:27][C:26](I)=[CH:25][N:24]=1, predict the reaction product. The product is: [F:19][C:18]([F:20])([F:21])[C:15]1[CH:16]=[CH:17][C:12]([C:9]2[CH:10]=[CH:11][C:6]3[N:7]([C:3]([C:1]#[C:2][C:26]4[CH:27]=[CH:28][C:23]([NH2:22])=[N:24][CH:25]=4)=[CH:4][N:5]=3)[CH:8]=2)=[CH:13][CH:14]=1. (7) Given the reactants C1(C2NC(=O)C(C)NC2=O)CC1.Cl.[NH2:14][CH:15]([CH2:27][CH3:28])[C:16]([NH:18][CH:19]([CH:24]1[CH2:26][CH2:25]1)[C:20](OC)=[O:21])=[O:17], predict the reaction product. The product is: [CH:24]1([CH:19]2[NH:18][C:16](=[O:17])[CH:15]([CH2:27][CH3:28])[NH:14][C:20]2=[O:21])[CH2:26][CH2:25]1. (8) The product is: [CH:1]1([C:4]#[C:5][C:6]2[CH:7]=[CH:8][C:9]([C:12]([OH:14])=[O:13])=[N:10][CH:11]=2)[CH2:3][CH2:2]1. Given the reactants [CH:1]1([C:4]#[C:5][C:6]2[CH:7]=[CH:8][C:9]([C:12]([O:14]C)=[O:13])=[N:10][CH:11]=2)[CH2:3][CH2:2]1.[OH-].[K+].O.Cl, predict the reaction product. (9) Given the reactants N1[CH:6]=[CH:5][CH:4]=[C:3]([NH:7][C:8](=[S:30])[O:9][CH2:10]/[CH:11]=[C:12](\[CH3:29])/[CH2:13][CH2:14]/[CH:15]=[C:16](\[CH3:28])/[CH2:17][CH2:18]/[CH:19]=[C:20](\[CH3:27])/[CH2:21][CH2:22][CH:23]=[C:24]([CH3:26])[CH3:25])C=1.C(C/C(/C)=C/CC/C(/C)=C/CO)/C=C(/CCC=C(C)C)\C.C(N=C=S)CCCC, predict the reaction product. The product is: [CH2:3]([NH:7][C:8](=[S:30])[O:9][CH2:10]/[CH:11]=[C:12](\[CH3:29])/[CH2:13][CH2:14]/[CH:15]=[C:16](\[CH3:28])/[CH2:17][CH2:18]/[CH:19]=[C:20](\[CH3:27])/[CH2:21][CH2:22][CH:23]=[C:24]([CH3:26])[CH3:25])[CH2:4][CH2:5][CH3:6].